From a dataset of Reaction yield outcomes from USPTO patents with 853,638 reactions. Predict the reaction yield, written as a fraction of the theoretical maximum amount of product (1.0 means a 100% yield; for example, 0.34 means a 34% yield). (1) The reactants are C[O:2][C:3]([C:5]1([C:8]2[CH:9]=[CH:10][C:11]3[O:15][C:14](=[O:16])[NH:13][C:12]=3[CH:17]=2)[CH2:7][CH2:6]1)=[O:4].O[Li].O. The catalyst is CO.O. The product is [O:16]=[C:14]1[NH:13][C:12]2[CH:17]=[C:8]([C:5]3([C:3]([OH:4])=[O:2])[CH2:7][CH2:6]3)[CH:9]=[CH:10][C:11]=2[O:15]1. The yield is 0.840. (2) The reactants are [CH3:1][C@H:2]1[CH2:7][C:6](=[O:8])[CH2:5][C@H:4]([CH3:9])[N:3]1[C:10]([O:12][C:13]([CH3:16])([CH3:15])[CH3:14])=[O:11].C[Si]([N-][Si](C)(C)C)(C)C.[Na+].C1C=CC(N([S:34]([C:37]([F:40])([F:39])[F:38])(=[O:36])=[O:35])[S:34]([C:37]([F:40])([F:39])[F:38])(=[O:36])=[O:35])=CC=1. The catalyst is C1COCC1. The product is [C:13]([O:12][C:10]([N:3]1[C@@H:4]([CH3:9])[CH2:5][C:6]([O:8][S:34]([C:37]([F:40])([F:39])[F:38])(=[O:36])=[O:35])=[CH:7][C@@H:2]1[CH3:1])=[O:11])([CH3:14])([CH3:16])[CH3:15]. The yield is 0.980. (3) The reactants are [CH2:1]([N:3]1[C:11]2[C:6](=[CH:7][CH:8]=[C:9]([O:12]C)[CH:10]=2)[C:5]([C:14]#[N:15])=[CH:4]1)[CH3:2].B(Br)(Br)Br.[OH-].[Na+]. The catalyst is C(Cl)Cl. The product is [OH:12][C:9]1[CH:10]=[C:11]2[C:6]([C:5]([C:14]#[N:15])=[CH:4][N:3]2[CH2:1][CH3:2])=[CH:7][CH:8]=1. The yield is 0.820. (4) The reactants are Br[C:2]1[CH:3]=[N:4][CH:5]=[C:6]([Br:8])[CH:7]=1.O1CCOCC1.[NH:15]1[CH2:20][CH2:19][O:18][CH2:17][CH2:16]1.CC(C)([O-])C.[Na+]. The catalyst is C1C=CC([P]([Pd]([P](C2C=CC=CC=2)(C2C=CC=CC=2)C2C=CC=CC=2)([P](C2C=CC=CC=2)(C2C=CC=CC=2)C2C=CC=CC=2)[P](C2C=CC=CC=2)(C2C=CC=CC=2)C2C=CC=CC=2)(C2C=CC=CC=2)C2C=CC=CC=2)=CC=1. The product is [Br:8][C:6]1[CH:7]=[C:2]([N:15]2[CH2:20][CH2:19][O:18][CH2:17][CH2:16]2)[CH:3]=[N:4][CH:5]=1. The yield is 0.400.